This data is from Experimentally validated miRNA-target interactions with 360,000+ pairs, plus equal number of negative samples. The task is: Binary Classification. Given a miRNA mature sequence and a target amino acid sequence, predict their likelihood of interaction. The miRNA is hsa-miR-4670-5p with sequence AAGCGACCAUGAUGUAACUUCA. The protein sequence of the target gene is MRTTKVYKLVIHKKGFGGSDDELVVNPKVFPHIKLGDIVEIAHPNDEYSPLLLQVKSLKEDLQKETISVDQTVTQVFRLRPYQDVYVNVVDPKDVTLDLVELTFKDQYIGRGDMWRLKKSLVSTCAYITQKVEFAGIRAQAGELWVKNEKVMCGYISEETRVVFRSTSAMVYIFIQMSCEMWDFDIYGDLYFEKAVNGFLADLFTKWKEKNCSHEVTVVLFSRTFYDAKSIDEFPEINRASIQEDHKGRFYEDFYKVVVQNERREEWTSLLVTIKKLFIQYPVLVRLEQAGGFPQGDNST.... Result: 0 (no interaction).